This data is from Full USPTO retrosynthesis dataset with 1.9M reactions from patents (1976-2016). The task is: Predict the reactants needed to synthesize the given product. (1) Given the product [CH3:11][O:12][C:13]1[CH:22]=[C:17]2[C:16]([CH2:20][CH2:19][CH:18]2[NH2:10])=[CH:15][CH:14]=1, predict the reactants needed to synthesize it. The reactants are: O1C2CCCC([NH2:10])C=2C=C1.[CH3:11][O:12][C:13]1[CH:14]=[CH:15][CH:16]=[C:17]2[C:22]=1C(=O)[CH2:20][CH2:19][CH2:18]2. (2) Given the product [NH2:2][C:3]1[N:8]=[N:7][C:6]([C:9]([O:11][CH2:12][CH3:14])=[O:10])=[CH:5][CH:4]=1, predict the reactants needed to synthesize it. The reactants are: [Na].[NH2:2][C:3]1[N:8]=[N:7][C:6]([C:9]([O:11][CH3:12])=[O:10])=[CH:5][CH:4]=1.Cl.[CH2:14](O)C. (3) Given the product [C:19]([O:18][C:16](=[O:17])[N:11]([CH2:10][C:8]1[CH:7]=[CH:6][C:5]2[O:1][CH2:2][O:3][C:4]=2[CH:9]=1)[CH2:12][CH2:13][CH2:14][Br:15])([CH3:22])([CH3:21])[CH3:20], predict the reactants needed to synthesize it. The reactants are: [O:1]1[C:5]2[CH:6]=[CH:7][C:8]([CH2:10][NH:11][CH2:12][CH2:13][CH2:14][Br:15])=[CH:9][C:4]=2[O:3][CH2:2]1.[C:16](O[C:16]([O:18][C:19]([CH3:22])([CH3:21])[CH3:20])=[O:17])([O:18][C:19]([CH3:22])([CH3:21])[CH3:20])=[O:17].C(N(CC)CC)C. (4) Given the product [F:19][C:20]1[CH:21]=[C:22]([CH:33]=[C:34]([F:36])[CH:35]=1)[CH2:23][NH:24][C:25](=[O:32])[CH:26]([CH2:30][CH3:31])[C:27]([NH:1][CH:2]1[C:8](=[O:9])[N:7]([CH3:10])[C:6]2[CH:11]=[CH:12][CH:13]=[CH:14][C:5]=2[C:4]2[CH:15]=[CH:16][CH:17]=[CH:18][C:3]1=2)=[O:28], predict the reactants needed to synthesize it. The reactants are: [NH2:1][CH:2]1[C:8](=[O:9])[N:7]([CH3:10])[C:6]2[CH:11]=[CH:12][CH:13]=[CH:14][C:5]=2[C:4]2[CH:15]=[CH:16][CH:17]=[CH:18][C:3]1=2.[F:19][C:20]1[CH:21]=[C:22]([CH:33]=[C:34]([F:36])[CH:35]=1)[CH2:23][NH:24][C:25](=[O:32])[CH:26]([CH2:30][CH3:31])[C:27](O)=[O:28]. (5) Given the product [C:1]([C:4]1[C:12]2[C:7](=[CH:8][C:9]([O:13][C:14]3[N:15]=[CH:16][CH:17]=[CH:18][N:19]=3)=[CH:10][CH:11]=2)[N:6]([CH2:20][C:21]([N:42]2[CH2:43][C@H:44]([F:46])[CH2:45][C@H:41]2[C:39]([NH:38][C:34]2[C:33]([F:47])=[C:32]([C:27]3[CH:28]=[CH:29][CH:30]=[CH:31][C:26]=3[Cl:25])[CH:37]=[CH:36][CH:35]=2)=[O:40])=[O:23])[CH:5]=1)(=[O:3])[CH3:2], predict the reactants needed to synthesize it. The reactants are: [C:1]([C:4]1[C:12]2[C:7](=[CH:8][C:9]([O:13][C:14]3[N:19]=[CH:18][CH:17]=[CH:16][N:15]=3)=[CH:10][CH:11]=2)[N:6]([CH2:20][C:21]([OH:23])=O)[CH:5]=1)(=[O:3])[CH3:2].Cl.[Cl:25][C:26]1[CH:31]=[CH:30][CH:29]=[CH:28][C:27]=1[C:32]1[CH:37]=[CH:36][CH:35]=[C:34]([NH:38][C:39]([C@@H:41]2[CH2:45][C@@H:44]([F:46])[CH2:43][NH:42]2)=[O:40])[C:33]=1[F:47].CN(C(ON1N=NC2C=CC=NC1=2)=[N+](C)C)C.F[P-](F)(F)(F)(F)F.CCN(C(C)C)C(C)C. (6) Given the product [C:29]([C:24]1[CH:25]=[CH:26][C:27]([O:28][CH2:2][CH2:3][CH2:4][CH2:5][O:6][C:7]2[CH:14]=[CH:13][C:10]([C:11]#[N:12])=[CH:9][CH:8]=2)=[C:22]([Br:21])[C:23]=1[OH:32])(=[O:31])[CH3:30], predict the reactants needed to synthesize it. The reactants are: Br[CH2:2][CH2:3][CH2:4][CH2:5][O:6][C:7]1[CH:14]=[CH:13][C:10]([C:11]#[N:12])=[CH:9][CH:8]=1.C([O-])([O-])=O.[K+].[K+].[Br:21][C:22]1[C:23]([OH:32])=[C:24]([C:29](=[O:31])[CH3:30])[CH:25]=[CH:26][C:27]=1[OH:28].